This data is from Forward reaction prediction with 1.9M reactions from USPTO patents (1976-2016). The task is: Predict the product of the given reaction. (1) The product is: [CH:2]([CH:15]1[C:20](=[O:21])[CH2:19][CH2:18][N:17]([C:41]([C:30]2[C:28]([S:35][CH3:34])=[N:25][CH:26]=[CH:27][CH:48]=2)=[O:44])[CH2:16]1)([C:9]1[CH:14]=[CH:13][CH:12]=[CH:11][CH:10]=1)[C:3]1[CH:4]=[CH:5][CH:6]=[CH:7][CH:8]=1. Given the reactants Cl.[CH:2]([CH:15]1[C:20](=[O:21])[CH2:19][CH2:18][NH:17][CH2:16]1)([C:9]1[CH:14]=[CH:13][CH:12]=[CH:11][CH:10]=1)[C:3]1[CH:8]=[CH:7][CH:6]=[CH:5][CH:4]=1.C([N:25]([CH:28]([CH3:30])C)[CH2:26][CH3:27])(C)C.CC1N=CC=CC=1[C:34](Cl)=[S:35].[CH:41]([O:44]C(C)C)(C)C.[C:48](OCC)(=O)C, predict the reaction product. (2) Given the reactants Br[CH2:2][C:3]1[CH:8]=[CH:7][C:6]([C:9]([F:12])([F:11])[F:10])=[CH:5][CH:4]=1.C(=O)([O-])[O-].[Cs+].[Cs+].[OH:19][N:20]=[C:21]([C:23]1[O:27][C:26]([N:28]([CH2:35][C:36]([O:38][CH2:39][CH3:40])=[O:37])[CH2:29][C:30]([O:32][CH2:33][CH3:34])=[O:31])=[N:25][CH:24]=1)[CH3:22], predict the reaction product. The product is: [F:10][C:9]([F:12])([F:11])[C:6]1[CH:7]=[CH:8][C:3]([CH2:2][O:19][N:20]=[C:21]([C:23]2[O:27][C:26]([N:28]([CH2:35][C:36]([O:38][CH2:39][CH3:40])=[O:37])[CH2:29][C:30]([O:32][CH2:33][CH3:34])=[O:31])=[N:25][CH:24]=2)[CH3:22])=[CH:4][CH:5]=1. (3) The product is: [NH2:1][C:2]1[NH:6][C:5]2[CH:7]=[CH:8][C:9]([C:11]([N:14]3[CH2:19][CH2:18][CH2:17][C@@H:16]4[C:20]5[CH:21]=[CH:22][CH:23]=[CH:24][C:25]=5[CH2:26][C@H:15]34)=[O:13])=[CH:10][C:4]=2[N:3]=1. Given the reactants [NH2:1][C:2]1[NH:6][C:5]2[CH:7]=[CH:8][C:9]([C:11]([OH:13])=O)=[CH:10][C:4]=2[N:3]=1.[NH:14]1[CH2:19][CH2:18][CH2:17][C@@H:16]2[C:20]3[CH:21]=[CH:22][CH:23]=[CH:24][C:25]=3[CH2:26][C@H:15]12.F[P-](F)(F)(F)(F)F.N1(OC(N(C)C)=[N+](C)C)C2N=CC=CC=2N=N1, predict the reaction product. (4) The product is: [Cl:16][C:5]1[CH:6]=[CH:7][C:8]([C:10]2[N:11]=[C:12]([CH3:15])[S:13][CH:14]=2)=[CH:9][C:4]=1[C:3]([OH:17])=[O:2]. Given the reactants C[O:2][C:3](=[O:17])[C:4]1[CH:9]=[C:8]([C:10]2[N:11]=[C:12]([CH3:15])[S:13][CH:14]=2)[CH:7]=[CH:6][C:5]=1[Cl:16].[OH-].[Na+], predict the reaction product. (5) Given the reactants O.O.O.[CH3:4][C@H:5]1[N:10]([CH2:11][C:12]([F:15])([F:14])[F:13])[C:9](=[O:16])[C@@H:8]([NH:17][C:18]([C:20]2[CH:21]=[C:22]3[CH2:37][C@@:27]4([C:35]5[C:30](=[N:31][CH:32]=[CH:33][CH:34]=5)[NH:29][C:28]4=[O:36])[CH2:26][C:23]3=[N:24][CH:25]=2)=[O:19])[CH2:7][C@H:6]1[C:38]1[CH:43]=[CH:42][CH:41]=[CH:40][CH:39]=1.C(#N)C.C(#N)C.O, predict the reaction product. The product is: [OH2:16].[C:9](#[N:10])[CH3:8].[CH3:4][C@H:5]1[N:10]([CH2:11][C:12]([F:15])([F:13])[F:14])[C:9](=[O:16])[C@@H:8]([NH:17][C:18]([C:20]2[CH:21]=[C:22]3[CH2:37][C@@:27]4([C:35]5[C:30](=[N:31][CH:32]=[CH:33][CH:34]=5)[NH:29][C:28]4=[O:36])[CH2:26][C:23]3=[N:24][CH:25]=2)=[O:19])[CH2:7][C@H:6]1[C:38]1[CH:39]=[CH:40][CH:41]=[CH:42][CH:43]=1. (6) Given the reactants Cl.[F:2][C:3]1[CH:4]=[C:5]2[C:10](=[C:11]([N:13]3[CH2:18][CH2:17][N:16]([CH3:19])[CH2:15][CH2:14]3)[CH:12]=1)[O:9][CH:8]([C:20]([OH:22])=O)[CH2:7][CH2:6]2.[CH2:23]([O:25][CH:26]1[CH2:31][CH2:30][N:29]([C:32]2[CH:38]=[CH:37][C:35]([NH2:36])=[CH:34][CH:33]=2)[CH2:28][CH2:27]1)[CH3:24], predict the reaction product. The product is: [CH2:23]([O:25][CH:26]1[CH2:31][CH2:30][N:29]([C:32]2[CH:33]=[CH:34][C:35]([NH:36][C:20]([CH:8]3[CH2:7][CH2:6][C:5]4[C:10](=[C:11]([N:13]5[CH2:18][CH2:17][N:16]([CH3:19])[CH2:15][CH2:14]5)[CH:12]=[C:3]([F:2])[CH:4]=4)[O:9]3)=[O:22])=[CH:37][CH:38]=2)[CH2:28][CH2:27]1)[CH3:24]. (7) Given the reactants O.ClC1OC([C:9]2[CH:14]=[CH:13][N:12]=[C:11]([O:15][CH2:16][C:17]3[CH:22]=[CH:21][C:20]([O:23][CH3:24])=[CH:19][CH:18]=3)[CH:10]=2)CNC1.CC1(C)C(C)(C)OB([C:33]2[CH:39]=[CH:38][CH:37]=[CH:36][C:34]=2[NH2:35])O1.[C:41](=[O:44])([O-])[O-].[Na+].[Na+], predict the reaction product. The product is: [CH3:24][O:23][C:20]1[CH:19]=[CH:18][C:17]([CH2:16][O:15][C:11]2[N:12]=[C:13]([C:36]3[CH:37]=[CH:38][CH:39]=[CH:33][C:34]=3[NH2:35])[CH:14]=[C:9]([N:12]3[CH2:13][CH2:41][O:44][CH2:10][CH2:11]3)[CH:10]=2)=[CH:22][CH:21]=1. (8) Given the reactants [NH2:1][C:2]1[CH:3]=[C:4]2[C:10](=[CH:11][CH:12]=1)[CH:9]1[CH2:13][CH2:14][CH:5]2[CH2:6][N:7]([CH2:15][C:16]#[N:17])[CH2:8]1.Cl[C:19]1[N:24]=[C:23]([NH:25][C:26]2[CH:31]=[CH:30][CH:29]=[CH:28][C:27]=2[S:32]([NH:35][CH3:36])(=[O:34])=[O:33])[C:22]([Cl:37])=[CH:21][N:20]=1.Cl.O1CCOCC1, predict the reaction product. The product is: [Cl:37][C:22]1[C:23]([NH:25][C:26]2[CH:31]=[CH:30][CH:29]=[CH:28][C:27]=2[S:32]([NH:35][CH3:36])(=[O:34])=[O:33])=[N:24][C:19]([NH:1][C:2]2[CH:3]=[C:4]3[C:10](=[CH:11][CH:12]=2)[CH:9]2[CH2:13][CH2:14][CH:5]3[CH2:6][N:7]([CH2:15][C:16]#[N:17])[CH2:8]2)=[N:20][CH:21]=1. (9) Given the reactants [CH3:1][N:2]([CH3:21])[C:3]([C@@H:5]1[CH2:9][C@@H:8]([O:10][CH2:11][CH2:12]O)[CH2:7][N:6]1[C:14]([O:16][C:17]([CH3:20])([CH3:19])[CH3:18])=[O:15])=[O:4].C[CH2:23][N:24](CC)CC.CS(Cl)(=O)=O.C([O-])(O)=O.[Na+], predict the reaction product. The product is: [C:23]([CH2:12][CH2:11][O:10][C@H:8]1[CH2:7][N:6]([C:14]([O:16][C:17]([CH3:18])([CH3:19])[CH3:20])=[O:15])[C@H:5]([C:3]([N:2]([CH3:1])[CH3:21])=[O:4])[CH2:9]1)#[N:24]. (10) Given the reactants [CH3:1][N:2]([CH2:10][C:11]([NH:13][CH2:14][CH2:15][CH2:16][NH:17][C:18]1[N:19]=[C:20]([NH:29][C:30]2[CH:35]=[CH:34][CH:33]=[C:32]([CH3:36])[CH:31]=2)[C:21]2[C:27](=[O:28])[NH:26][CH:25]=[CH:24][C:22]=2[N:23]=1)=[O:12])C(=O)OC(C)(C)C.C(O)(C(F)(F)F)=O, predict the reaction product. The product is: [CH3:1][NH:2][CH2:10][C:11]([NH:13][CH2:14][CH2:15][CH2:16][NH:17][C:18]1[N:19]=[C:20]([NH:29][C:30]2[CH:35]=[CH:34][CH:33]=[C:32]([CH3:36])[CH:31]=2)[C:21]2[C:27](=[O:28])[NH:26][CH:25]=[CH:24][C:22]=2[N:23]=1)=[O:12].